Dataset: Reaction yield outcomes from USPTO patents with 853,638 reactions. Task: Predict the reaction yield, written as a fraction of the theoretical maximum amount of product (1.0 means a 100% yield; for example, 0.34 means a 34% yield). (1) The reactants are [C:1]([O:5][C:6]([N:8]1[CH2:20][C@@H:19]([CH3:21])[N:18]2[C:10](=[CH:11][C:12]3[C:17]2=[N:16][C:15]([Cl:22])=[C:14]([O:23][CH2:24][CH3:25])[CH:13]=3)[CH2:9]1)=[O:7])([CH3:4])([CH3:3])[CH3:2].C(O)(=O)C.C(=O)(O)[O-].[Na+]. No catalyst specified. The product is [C:1]([O:5][C:6]([N:8]1[CH2:20][C@@H:19]([CH3:21])[N:18]2[C@H:10]([CH2:11][C:12]3[C:17]2=[N:16][C:15]([Cl:22])=[C:14]([O:23][CH2:24][CH3:25])[CH:13]=3)[CH2:9]1)=[O:7])([CH3:2])([CH3:4])[CH3:3]. The yield is 0.968. (2) The reactants are [O:1]=[C:2]1[C:7]([CH2:8][C:9]2[CH:14]=[CH:13][C:12]([C:15]3[C:16]([C:21]#[N:22])=[CH:17][CH:18]=[CH:19][CH:20]=3)=[CH:11][CH:10]=2)=[C:6]([CH2:23][CH2:24][CH3:25])[N:5]2[N:26]=[CH:27][N:28]=[C:4]2[NH:3]1.[CH2:29](I)[CH3:30].C(=O)([O-])[O-].[K+].[K+].CN(C)C=O. The catalyst is C(OCC)(=O)C. The product is [CH2:29]([N:3]1[C:2](=[O:1])[C:7]([CH2:8][C:9]2[CH:10]=[CH:11][C:12]([C:15]3[C:16]([C:21]#[N:22])=[CH:17][CH:18]=[CH:19][CH:20]=3)=[CH:13][CH:14]=2)=[C:6]([CH2:23][CH2:24][CH3:25])[N:5]2[N:26]=[CH:27][N:28]=[C:4]12)[CH3:30]. The yield is 1.00. (3) The reactants are [C:1]([Si:5]([CH3:39])([CH3:38])[O:6][C@@H:7]1[CH2:11][C:10](=[O:12])[CH:9]([CH2:13]/[CH:14]=[CH:15]\[CH2:16][CH2:17][CH2:18][C:19]([O:21][CH:22]([CH3:24])[CH3:23])=[O:20])[C@H:8]1/[CH:25]=[CH:26]/[C:27]([F:37])([F:36])[CH2:28][O:29][C:30]1[CH:35]=[CH:34][CH:33]=[CH:32][CH:31]=1)([CH3:4])([CH3:3])[CH3:2].CCC(C)[BH-](C(C)CC)C(C)CC.[Li+].[NH4+].[Cl-]. The catalyst is C1COCC1. The product is [Si:5]([O:6][C@@H:7]1[CH2:11][C@H:10]([OH:12])[C@H:9]([CH2:13]/[CH:14]=[CH:15]\[CH2:16][CH2:17][CH2:18][C:19]([O:21][CH:22]([CH3:23])[CH3:24])=[O:20])[C@H:8]1/[CH:25]=[CH:26]/[C:27]([F:36])([F:37])[CH2:28][O:29][C:30]1[CH:35]=[CH:34][CH:33]=[CH:32][CH:31]=1)([C:1]([CH3:2])([CH3:3])[CH3:4])([CH3:39])[CH3:38]. The yield is 0.940. (4) The reactants are [N+:1]([C:4]1[CH:25]=[CH:24][C:7]([CH2:8][O:9][C:10](=[O:23])[C@H:11]([CH:20]([CH3:22])[CH3:21])[NH:12]C(OC(C)(C)C)=O)=[CH:6][CH:5]=1)([O-:3])=[O:2].[ClH:26]. The catalyst is O1CCOCC1. The product is [ClH:26].[N+:1]([C:4]1[CH:5]=[CH:6][C:7]([CH2:8][O:9][C:10](=[O:23])[C@H:11]([CH:20]([CH3:21])[CH3:22])[NH2:12])=[CH:24][CH:25]=1)([O-:3])=[O:2]. The yield is 0.880. (5) The reactants are Br[C:2]1[CH:3]=[C:4]2[C:8](=[C:9]([C:11]([NH2:13])=[O:12])[CH:10]=1)[NH:7][CH:6]=[C:5]2[CH2:14][CH:15]1[CH2:20][CH2:19][S:18](=[O:22])(=[O:21])[CH2:17][CH2:16]1.[O:23]1[CH:27]=[CH:26][C:25](B(O)O)=[CH:24]1.C(=O)([O-])[O-].[K+].[K+]. The catalyst is O1CCOCC1.O.C1C=CC(P(C2C=CC=CC=2)[C-]2C=CC=C2)=CC=1.C1C=CC(P(C2C=CC=CC=2)[C-]2C=CC=C2)=CC=1.Cl[Pd]Cl.[Fe+2]. The product is [O:21]=[S:18]1(=[O:22])[CH2:19][CH2:20][CH:15]([CH2:14][C:5]2[C:4]3[C:8](=[C:9]([C:11]([NH2:13])=[O:12])[CH:10]=[C:2]([C:25]4[CH:26]=[CH:27][O:23][CH:24]=4)[CH:3]=3)[NH:7][CH:6]=2)[CH2:16][CH2:17]1. The yield is 0.447. (6) The reactants are [F:1][C:2]([F:18])([F:17])[C:3]1[O:7][N:6]=[C:5]([C:8]2[S:12][C:11]([C:13]([OH:15])=O)=[CH:10][CH:9]=2)[C:4]=1[CH3:16].[C:19]([CH:21]1[CH2:26][CH2:25][NH:24][CH2:23][CH2:22]1)#[N:20].C1COCC1.N1CCCCC1. The catalyst is C(N(CC)CC)C. The product is [CH3:16][C:4]1[C:5]([C:8]2[S:12][C:11]([C:13]([N:24]3[CH2:25][CH2:26][CH:21]([C:19]#[N:20])[CH2:22][CH2:23]3)=[O:15])=[CH:10][CH:9]=2)=[N:6][O:7][C:3]=1[C:2]([F:1])([F:18])[F:17]. The yield is 0.610.